Dataset: Forward reaction prediction with 1.9M reactions from USPTO patents (1976-2016). Task: Predict the product of the given reaction. (1) Given the reactants [CH3:1][C:2]1([CH3:37])[CH:11]=[CH:10][C:9]2[C:4](=[CH:5][CH:6]=[CH:7][CH:8]=2)[N:3]1[CH2:12][C:13]1[CH:32]=[CH:31][C:16]([CH2:17][NH:18][C:19]2[CH:24]=[CH:23][C:22]([CH2:25][CH2:26][C:27]([OH:29])=[O:28])=[C:21]([F:30])[CH:20]=2)=[CH:15][C:14]=1[O:33][CH:34]([CH3:36])[CH3:35].[OH-].[Na+].[Cl-].[Ca+2:41].[Cl-], predict the reaction product. The product is: [Ca+2:41].[CH3:1][C:2]1([CH3:37])[CH:11]=[CH:10][C:9]2[C:4](=[CH:5][CH:6]=[CH:7][CH:8]=2)[N:3]1[CH2:12][C:13]1[CH:32]=[CH:31][C:16]([CH2:17][NH:18][C:19]2[CH:24]=[CH:23][C:22]([CH2:25][CH2:26][C:27]([O-:29])=[O:28])=[C:21]([F:30])[CH:20]=2)=[CH:15][C:14]=1[O:33][CH:34]([CH3:35])[CH3:36].[CH3:1][C:2]1([CH3:37])[CH:11]=[CH:10][C:9]2[C:4](=[CH:5][CH:6]=[CH:7][CH:8]=2)[N:3]1[CH2:12][C:13]1[CH:32]=[CH:31][C:16]([CH2:17][NH:18][C:19]2[CH:24]=[CH:23][C:22]([CH2:25][CH2:26][C:27]([O-:29])=[O:28])=[C:21]([F:30])[CH:20]=2)=[CH:15][C:14]=1[O:33][CH:34]([CH3:35])[CH3:36]. (2) Given the reactants C([BH-](CC)CC)C.[Li+].[O:9]=[C:10]1[CH2:19][CH2:18][C:17]2[C:12](=[CH:13][CH:14]=[CH:15][CH:16]=2)[N:11]1[C:20]([O:22][C:23]([CH3:26])([CH3:25])[CH3:24])=[O:21].C([O-])([O-])=O.[Na+].[Na+].OO, predict the reaction product. The product is: [OH:9][CH:10]1[CH2:19][CH2:18][C:17]2[C:12](=[CH:13][CH:14]=[CH:15][CH:16]=2)[N:11]1[C:20]([O:22][C:23]([CH3:26])([CH3:25])[CH3:24])=[O:21].